From a dataset of Peptide-MHC class II binding affinity with 134,281 pairs from IEDB. Regression. Given a peptide amino acid sequence and an MHC pseudo amino acid sequence, predict their binding affinity value. This is MHC class II binding data. (1) The peptide sequence is FNRGRLKVTGELKSN. The MHC is DRB1_0101 with pseudo-sequence DRB1_0101. The binding affinity (normalized) is 0.593. (2) The peptide sequence is AYAQRVYQANRAAGS. The MHC is DRB1_0701 with pseudo-sequence DRB1_0701. The binding affinity (normalized) is 0.325.